This data is from Forward reaction prediction with 1.9M reactions from USPTO patents (1976-2016). The task is: Predict the product of the given reaction. (1) Given the reactants CC(OC(/N=N/C(OC(C)C)=O)=O)C.[F:15][C:16]([F:40])([F:39])[C:17]1[N:21]2[N:22]=[C:23]([N:26]3[CH2:31][CH2:30][N:29]([C:32]4[CH:37]=[CH:36][C:35]([OH:38])=[CH:34][CH:33]=4)[CH2:28][CH2:27]3)[CH:24]=[CH:25][C:20]2=[N:19][N:18]=1.[Br:41][CH2:42][CH2:43]O.C1(P(C2C=CC=CC=2)C2C=CC=CC=2)C=CC=CC=1, predict the reaction product. The product is: [Br:41][CH2:42][CH2:43][O:38][C:35]1[CH:36]=[CH:37][C:32]([N:29]2[CH2:28][CH2:27][N:26]([C:23]3[CH:24]=[CH:25][C:20]4[N:21]([C:17]([C:16]([F:15])([F:39])[F:40])=[N:18][N:19]=4)[N:22]=3)[CH2:31][CH2:30]2)=[CH:33][CH:34]=1. (2) The product is: [C:9]1([CH:2]([NH:1][C:34]([N:25]2[CH2:24][CH2:23][N:22]([CH:21]([C:15]3[CH:16]=[CH:17][CH:18]=[CH:19][CH:20]=3)[C:28]3[CH:33]=[CH:32][CH:31]=[CH:30][CH:29]=3)[CH2:27][CH2:26]2)=[S:35])[C:3]2[CH:8]=[CH:7][CH:6]=[CH:5][CH:4]=2)[CH:14]=[CH:13][CH:12]=[CH:11][CH:10]=1. Given the reactants [NH2:1][CH:2]([C:9]1[CH:14]=[CH:13][CH:12]=[CH:11][CH:10]=1)[C:3]1[CH:8]=[CH:7][CH:6]=[CH:5][CH:4]=1.[C:15]1([CH:21]([C:28]2[CH:33]=[CH:32][CH:31]=[CH:30][CH:29]=2)[N:22]2[CH2:27][CH2:26][NH:25][CH2:24][CH2:23]2)[CH:20]=[CH:19][CH:18]=[CH:17][CH:16]=1.[C:34](N1C=CN=C1)(N1C=CN=C1)=[S:35].C1CCN2C(=NCCC2)CC1, predict the reaction product. (3) Given the reactants Br[C:2]1[C:10]2[C:5](=[C:6]([O:18][C:19]3[CH:24]=[CH:23][C:22]([S:25]([CH3:28])(=[O:27])=[O:26])=[CH:21][CH:20]=3)[CH:7]=[C:8]([C:11]3[C:16]([Cl:17])=[CH:15][CH:14]=[CH:13][N:12]=3)[CH:9]=2)[N:4]([CH2:29][O:30][CH3:31])[N:3]=1.[NH2:32][C:33]1[CH:38]=[N:37][CH:36]=[CH:35][N:34]=1.C1(P(C2C=CC=CC=2)C2C3OC4C(=CC=CC=4P(C4C=CC=CC=4)C4C=CC=CC=4)C(C)(C)C=3C=CC=2)C=CC=CC=1.C(=O)([O-])[O-].[Cs+].[Cs+], predict the reaction product. The product is: [Cl:17][C:16]1[C:11]([C:8]2[CH:9]=[C:10]3[C:5](=[C:6]([O:18][C:19]4[CH:24]=[CH:23][C:22]([S:25]([CH3:28])(=[O:27])=[O:26])=[CH:21][CH:20]=4)[CH:7]=2)[N:4]([CH2:29][O:30][CH3:31])[N:3]=[C:2]3[NH:32][C:33]2[CH:38]=[N:37][CH:36]=[CH:35][N:34]=2)=[N:12][CH:13]=[CH:14][CH:15]=1. (4) Given the reactants [Cl:1][C:2]1[CH:3]=[C:4]([NH2:27])[C:5]([NH:17][C@H:18]([C:20]2[CH:25]=[CH:24][C:23]([F:26])=[CH:22][CH:21]=2)[CH3:19])=[N:6][C:7]=1[NH:8][C:9]1[CH:13]=[C:12]([CH:14]2[CH2:16][CH2:15]2)[NH:11][N:10]=1.[C:28](O)(=O)C.C(N)=N.C([O-])(O)=O.[Na+].CCOC(C)=O, predict the reaction product. The product is: [Cl:1][C:2]1[CH:3]=[C:4]2[N:27]=[CH:28][N:17]([C@H:18]([C:20]3[CH:21]=[CH:22][C:23]([F:26])=[CH:24][CH:25]=3)[CH3:19])[C:5]2=[N:6][C:7]=1[NH:8][C:9]1[CH:13]=[C:12]([CH:14]2[CH2:16][CH2:15]2)[NH:11][N:10]=1. (5) Given the reactants C(O[C:4](=[O:21])[CH2:5][C:6]([CH:8]1[CH2:13][CH2:12][N:11]([C:14]([O:16][C:17]([CH3:20])([CH3:19])[CH3:18])=[O:15])[CH2:10][CH2:9]1)=O)C.C[C:23]1[CH:28]=[C:27]([C:29]([F:32])([F:31])[F:30])[N:26]=[C:25]2[NH:33][N:34]=[C:35]([NH2:36])[C:24]=12.P([O-])([O-])([O-])=O.[K+].[K+].[K+], predict the reaction product. The product is: [F:31][C:29]([F:30])([F:32])[C:27]1[CH:28]=[CH:23][C:24]2[C:25]([N:26]=1)=[N:33][N:34]1[C:4](=[O:21])[CH:5]=[C:6]([CH:8]3[CH2:9][CH2:10][N:11]([C:14]([O:16][C:17]([CH3:18])([CH3:19])[CH3:20])=[O:15])[CH2:12][CH2:13]3)[NH:36][C:35]=21. (6) Given the reactants C(O[CH:4](OCC)[CH2:5][O:6][C:7]1[C:8]([N+:24]([O-:26])=[O:25])=[C:9]([C:19]([F:23])=[C:20]([F:22])[CH:21]=1)[NH:10][C:11]1[CH:16]=[CH:15][C:14]([I:17])=[CH:13][C:12]=1[F:18])C.B(F)(F)F, predict the reaction product. The product is: [F:22][C:20]1[C:21]2[CH:4]=[CH:5][O:6][C:7]=2[C:8]([N+:24]([O-:26])=[O:25])=[C:9]([NH:10][C:11]2[CH:16]=[CH:15][C:14]([I:17])=[CH:13][C:12]=2[F:18])[C:19]=1[F:23]. (7) Given the reactants Br[C:2]1[CH:7]=[C:6]([C:8]([F:11])([F:10])[F:9])[N:5]=[C:4]([CH3:12])[C:3]=1[OH:13].[CH3:14][O-:15].[Na+], predict the reaction product. The product is: [CH3:14][O:15][C:2]1[CH:7]=[C:6]([C:8]([F:11])([F:10])[F:9])[N:5]=[C:4]([CH3:12])[C:3]=1[OH:13]. (8) Given the reactants [Br:1][C:2]1[CH:11]=[C:10]2[C:5]([C:6](Cl)=[C:7]([S:12]([NH2:15])(=[O:14])=[O:13])[CH:8]=[N:9]2)=[CH:4][CH:3]=1.[NH2:17][C:18]1[CH:19]=[C:20]([CH:26]=[CH:27][CH:28]=1)[C:21]([O:23][CH2:24][CH3:25])=[O:22].C(O)(=O)C, predict the reaction product. The product is: [NH2:15][S:12]([C:7]1[CH:8]=[N:9][C:10]2[C:5]([C:6]=1[NH:17][C:18]1[CH:19]=[C:20]([CH:26]=[CH:27][CH:28]=1)[C:21]([O:23][CH2:24][CH3:25])=[O:22])=[CH:4][CH:3]=[C:2]([Br:1])[CH:11]=2)(=[O:14])=[O:13]. (9) Given the reactants [NH2:1][CH:2]1[CH2:7][CH2:6][N:5]([CH2:8][C@H:9]2[N:19]3[C:20]4[N:11]([C:12](=[O:22])[CH:13]=[CH:14][C:15]=4[CH:16]=[CH:17][C:18]3=[O:21])[CH2:10]2)[CH2:4][CH2:3]1.[O:23]=[C:24]1[CH2:29][S:28][C:27]2=[CH:30][N:31]=[C:32]([CH:34]=O)[NH:33][C:26]2=[N:25]1.C(=O)(O)[O-].[Na+].[O-]S([O-])(=O)=O.[Na+].[Na+].C(O[BH-](OC(=O)C)OC(=O)C)(=O)C.[Na+].C(Cl)[Cl:63].CO, predict the reaction product. The product is: [ClH:63].[ClH:63].[O:23]=[C:24]1[CH2:29][S:28][C:27]2=[CH:30][N:31]=[C:32]([CH2:34][NH:1][CH:2]3[CH2:3][CH2:4][N:5]([CH2:8][C@H:9]4[N:19]5[C:20]6[N:11]([C:12](=[O:22])[CH:13]=[CH:14][C:15]=6[CH:16]=[CH:17][C:18]5=[O:21])[CH2:10]4)[CH2:6][CH2:7]3)[NH:33][C:26]2=[N:25]1.